This data is from Full USPTO retrosynthesis dataset with 1.9M reactions from patents (1976-2016). The task is: Predict the reactants needed to synthesize the given product. (1) Given the product [F:12][C:2]([F:1])([F:11])[C:3]1[N:4]=[CH:5][C:6]([CH:9]([OH:10])[CH3:13])=[CH:7][N:8]=1, predict the reactants needed to synthesize it. The reactants are: [F:1][C:2]([F:12])([F:11])[C:3]1[N:8]=[CH:7][C:6]([CH:9]=[O:10])=[CH:5][N:4]=1.[CH3:13]COCC. (2) The reactants are: [CH2:1]([N:3]1[C:7]([C:8]([O:10][CH3:11])=[O:9])=[C:6]([N+:12]([O-])=O)[CH:5]=[N:4]1)[CH3:2]. Given the product [NH2:12][C:6]1[CH:5]=[N:4][N:3]([CH2:1][CH3:2])[C:7]=1[C:8]([O:10][CH3:11])=[O:9], predict the reactants needed to synthesize it. (3) Given the product [Cl:17][C:3]1[C:2]([NH:1][NH2:18])=[CH:15][C:6]([CH2:7][NH:8][C:9](=[O:14])[C:10]([F:11])([F:12])[F:13])=[C:5]([F:16])[CH:4]=1, predict the reactants needed to synthesize it. The reactants are: [NH2:1][C:2]1[C:3]([Cl:17])=[CH:4][C:5]([F:16])=[C:6]([CH:15]=1)[CH2:7][NH:8][C:9](=[O:14])[C:10]([F:13])([F:12])[F:11].[N:18]([O-])=O.[Na+].O.O.Cl[Sn]Cl. (4) The reactants are: [CH3:1][O:2][C:3]1[CH:24]=[CH:23][C:6]([CH2:7][O:8][C:9]2[CH:22]=[CH:21][CH:20]=[CH:19][C:10]=2[O:11][C:12]2([C:15](OC)=[O:16])[CH2:14][CH2:13]2)=[CH:5][CH:4]=1.[H-].[H-].[H-].[H-].[Li+].[Al+3]. Given the product [CH3:1][O:2][C:3]1[CH:4]=[CH:5][C:6]([CH2:7][O:8][C:9]2[CH:22]=[CH:21][CH:20]=[CH:19][C:10]=2[O:11][C:12]2([CH2:15][OH:16])[CH2:13][CH2:14]2)=[CH:23][CH:24]=1, predict the reactants needed to synthesize it. (5) Given the product [CH3:16][O:8][C:7](=[O:9])[C:6]1[CH:10]=[CH:11][C:3]([CH2:2][OH:1])=[CH:4][C:5]=1[C:12]([F:13])([F:14])[F:15], predict the reactants needed to synthesize it. The reactants are: [OH:1][CH2:2][C:3]1[CH:11]=[CH:10][C:6]([C:7]([OH:9])=[O:8])=[C:5]([C:12]([F:15])([F:14])[F:13])[CH:4]=1.[C:16]1(C)C=CC=CC=1.S(=O)(=O)(O)O. (6) The reactants are: [Cl:1][C:2]1[CH:3]=[CH:4][C:5]([O:27][CH2:28][C:29]2[CH:34]=[CH:33][CH:32]=[CH:31][CH:30]=2)=[C:6]([CH2:8][C:9]2[S:10][CH:11]=[C:12]([NH:14][C:15]([C:17]3[CH:26]=[CH:25][C:20]([C:21](OC)=[O:22])=[CH:19][CH:18]=3)=[O:16])[N:13]=2)[CH:7]=1.[H-].[Al+3].[Li+].[H-].[H-].[H-].C(OCC)C. Given the product [Cl:1][C:2]1[CH:3]=[CH:4][C:5]([O:27][CH2:28][C:29]2[CH:30]=[CH:31][CH:32]=[CH:33][CH:34]=2)=[C:6]([CH2:8][C:9]2[S:10][CH:11]=[C:12]([NH:14][C:15](=[O:16])[C:17]3[CH:26]=[CH:25][C:20]([CH2:21][OH:22])=[CH:19][CH:18]=3)[N:13]=2)[CH:7]=1, predict the reactants needed to synthesize it. (7) Given the product [CH3:34][N:35]([CH3:45])[C:36]1[CH:44]=[CH:43][C:39]([C:40]([N:15]2[CH2:16][CH2:17][N:12]([C:11]3[C:6]4[CH:5]=[C:4]([CH2:2][CH3:3])[S:24][C:7]=4[N:8]=[C:9]([S:18][CH2:19][C:20]([O:22][CH3:23])=[O:21])[N:10]=3)[CH2:13][CH2:14]2)=[O:41])=[CH:38][CH:37]=1, predict the reactants needed to synthesize it. The reactants are: Cl.[CH2:2]([C:4]1[S:24][C:7]2[N:8]=[C:9]([S:18][CH2:19][C:20]([O:22][CH3:23])=[O:21])[N:10]=[C:11]([N:12]3[CH2:17][CH2:16][NH:15][CH2:14][CH2:13]3)[C:6]=2[CH:5]=1)[CH3:3].C(N(C(C)C)CC)(C)C.[CH3:34][N:35]([CH3:45])[C:36]1[CH:44]=[CH:43][C:39]([C:40](Cl)=[O:41])=[CH:38][CH:37]=1. (8) Given the product [F:1][C:2]1[CH:7]=[CH:6][C:5]([C:29]2[N:33]3[CH:34]=[CH:35][C:36]([C:38]([OH:41])([CH3:40])[CH3:39])=[N:37][C:32]3=[N:31][CH:30]=2)=[CH:4][C:3]=1[C:21]1[C:26]([F:27])=[CH:25][CH:24]=[CH:23][N:22]=1, predict the reactants needed to synthesize it. The reactants are: [F:1][C:2]1[CH:7]=[CH:6][C:5](C2N3C=CC(C(F)(F)F)=NC3=NC=2)=[CH:4][C:3]=1[C:21]1[C:26]([F:27])=[CH:25][CH:24]=[CH:23][N:22]=1.Br[C:29]1[N:33]2[CH:34]=[CH:35][C:36]([C:38]([OH:41])([CH3:40])[CH3:39])=[N:37][C:32]2=[N:31][CH:30]=1. (9) The reactants are: [CH2:1]([OH:10])[CH2:2]/[CH:3]=[CH:4]\[CH2:5]/[CH:6]=[CH:7]\[CH2:8][CH3:9].N1C=CC=CC=1.[C:17]1([CH3:27])[CH:22]=[CH:21][C:20]([S:23](Cl)(=[O:25])=[O:24])=[CH:19][CH:18]=1.CCOCC. Given the product [C:17]1([CH3:27])[CH:22]=[CH:21][C:20]([S:23]([O:10][CH2:1][CH2:2]/[CH:3]=[CH:4]\[CH2:5]/[CH:6]=[CH:7]\[CH2:8][CH3:9])(=[O:25])=[O:24])=[CH:19][CH:18]=1, predict the reactants needed to synthesize it.